From a dataset of Catalyst prediction with 721,799 reactions and 888 catalyst types from USPTO. Predict which catalyst facilitates the given reaction. (1) Reactant: B.C1C[O:5]CC1.[CH:7]12[CH2:13][CH:10]([CH:11]=[CH:12]1)[CH:9]([C:14]([O:16][CH2:17][CH3:18])=[O:15])[N:8]2[C:19]([O:21][CH2:22][C:23]1[CH:28]=[CH:27][CH:26]=[CH:25][CH:24]=1)=[O:20].[OH-].[Na+].OO. Product: [OH:5][CH:11]1[CH2:12][CH:7]2[CH2:13][CH:10]1[CH:9]([C:14]([O:16][CH2:17][CH3:18])=[O:15])[N:8]2[C:19]([O:21][CH2:22][C:23]1[CH:24]=[CH:25][CH:26]=[CH:27][CH:28]=1)=[O:20]. The catalyst class is: 7. (2) Reactant: C([O:3][C:4](=O)[C:5]1[CH:10]=[C:9]([Br:11])[CH:8]=[C:7]([N+:12]([O-:14])=[O:13])[C:6]=1[S:15][C:16](=[O:20])[N:17]([CH3:19])[CH3:18])C.C(OCC)C.B. Product: [Br:11][C:9]1[CH:8]=[C:7]([N+:12]([O-:14])=[O:13])[C:6]([S:15][C:16](=[O:20])[N:17]([CH3:19])[CH3:18])=[C:5]([CH2:4][OH:3])[CH:10]=1. The catalyst class is: 1. (3) Reactant: [CH3:1][N:2]1[CH2:7][CH2:6][N:5]([C:8]2[CH:16]=[CH:15][C:11]([C:12]([OH:14])=O)=[CH:10][CH:9]=2)[CH2:4][CH2:3]1.CCN=C=NCCCN(C)C.C1C=CC2N(O)N=NC=2C=1.CCN(C(C)C)C(C)C.Cl.Cl.[CH:49]1([CH2:57][NH:58][C:59]([C:61]2[O:69][C:64]3=[CH:65][N:66]=[CH:67][CH:68]=[C:63]3[CH:62]=2)=[O:60])[C:51]2([CH2:56][CH2:55][NH:54][CH2:53][CH2:52]2)[CH2:50]1. Product: [CH3:1][N:2]1[CH2:3][CH2:4][N:5]([C:8]2[CH:9]=[CH:10][C:11]([C:12]([N:54]3[CH2:55][CH2:56][C:51]4([CH:49]([CH2:57][NH:58][C:59]([C:61]5[O:69][C:64]6=[CH:65][N:66]=[CH:67][CH:68]=[C:63]6[CH:62]=5)=[O:60])[CH2:50]4)[CH2:52][CH2:53]3)=[O:14])=[CH:15][CH:16]=2)[CH2:6][CH2:7]1. The catalyst class is: 3. (4) Reactant: [N:1]1[CH:6]=[CH:5][CH:4]=[CH:3][C:2]=1[N:7]([CH2:29][CH2:30][C:31]([O:33][CH2:34][CH3:35])=[O:32])[C:8]([C:10]1[CH:28]=[CH:27][C:13]2[N:14]([CH3:26])[C:15]([CH2:17][NH:18]C(OC(C)(C)C)=O)=[N:16][C:12]=2[CH:11]=1)=[O:9].[F:36][C:37]([F:42])([F:41])[C:38]([OH:40])=[O:39]. Product: [F:36][C:37]([F:42])([F:41])[C:38]([OH:40])=[O:39].[N:1]1[CH:6]=[CH:5][CH:4]=[CH:3][C:2]=1[N:7]([CH2:29][CH2:30][C:31]([O:33][CH2:34][CH3:35])=[O:32])[C:8]([C:10]1[CH:28]=[CH:27][C:13]2[N:14]([CH3:26])[C:15]([CH2:17][NH2:18])=[N:16][C:12]=2[CH:11]=1)=[O:9]. The catalyst class is: 2. (5) Reactant: C(O[C:5](=[O:7])C)(=O)C.C(O)=O.[Cl:11][C:12]1[CH:17]=[C:16]([Cl:18])[CH:15]=[CH:14][C:13]=1[CH:19]1[S:25][C:24]([CH3:27])([CH3:26])[CH2:23][NH:22][C:21]2[N:28]([CH3:32])[N:29]=[C:30]([CH3:31])[C:20]1=2.C(=O)(O)[O-].[Na+]. Product: [Cl:11][C:12]1[CH:17]=[C:16]([Cl:18])[CH:15]=[CH:14][C:13]=1[CH:19]1[S:25][C:24]([CH3:27])([CH3:26])[CH2:23][N:22]([CH:5]=[O:7])[C:21]2[N:28]([CH3:32])[N:29]=[C:30]([CH3:31])[C:20]1=2. The catalyst class is: 13. (6) Reactant: [O:1]=[C:2]([N:9]([CH2:11][C:12]1[CH:17]=[CH:16][CH:15]=[CH:14][CH:13]=1)[NH2:10])[CH2:3][C:4]([O:6]CC)=O.Cl.Cl.[CH2:20](NN)[C:21]1[CH:26]=[CH:25]C=C[CH:22]=1.[C:29](=[O:32])([O-])[O-:30].[K+].[K+].CC(C)=O.[OH-].[Na+].S([O-])([O-])(=O)=O.[Mg+2].[N:47]12[CH2:57]CCN=C1CCCCC2.ClC(=O)CC(OCC)=[O:62].Cl. Product: [OH:62][C:25]1[C:26]([CH:21]([CH3:20])[CH3:22])=[N:10][N:9]([CH2:11][C:12]2[CH:13]=[CH:14][CH:15]=[CH:16][CH:17]=2)[C:2](=[O:1])[C:3]=1[C:4]([NH:47][CH2:57][C:29]([OH:30])=[O:32])=[O:6]. The catalyst class is: 69. (7) Reactant: [C:1]([C:5]1[CH:23]=[CH:22][C:8]([C:9]([NH:11][C:12]2[CH:17]=[CH:16][CH:15]=[C:14]([N+:18]([O-:20])=[O:19])[C:13]=2[OH:21])=O)=[CH:7][CH:6]=1)([CH3:4])([CH3:3])[CH3:2].C1(C)C=CC(S([O-])(=O)=O)=CC=1.[NH+]1C=CC=CC=1.C(Cl)Cl. Product: [C:1]([C:5]1[CH:6]=[CH:7][C:8]([C:9]2[O:21][C:13]3[C:14]([N+:18]([O-:20])=[O:19])=[CH:15][CH:16]=[CH:17][C:12]=3[N:11]=2)=[CH:22][CH:23]=1)([CH3:2])([CH3:3])[CH3:4]. The catalyst class is: 6. (8) Reactant: Br[C:2]1[C:10]2[C:5](=[N:6][CH:7]=[N:8][C:9]=2[NH2:11])[N:4]([C:12]([CH3:15])([CH3:14])[CH3:13])[N:3]=1.[S:16]1[C:20](B(O)O)=[CH:19][C:18]2[CH:24]=[CH:25][CH:26]=[CH:27][C:17]1=2.C(=O)([O-])[O-].[Na+].[Na+].O. Product: [S:16]1[C:20]([C:2]2[C:10]3[C:5](=[N:6][CH:7]=[N:8][C:9]=3[NH2:11])[N:4]([C:12]([CH3:15])([CH3:14])[CH3:13])[N:3]=2)=[CH:19][C:18]2[CH:24]=[CH:25][CH:26]=[CH:27][C:17]1=2. The catalyst class is: 57. (9) Reactant: [ClH:1].[Cl:2][C:3]1[C:4]([N:9]2[C:13]([C:14]([OH:16])=[O:15])=[CH:12][C:11]([CH2:17]O)=[N:10]2)=[N:5][CH:6]=[CH:7][CH:8]=1.O=S(Cl)Cl.[CH3:23]O. Product: [Cl:1][CH2:17][C:11]1[CH:12]=[C:13]([C:14]([O:16][CH3:23])=[O:15])[N:9]([C:4]2[C:3]([Cl:2])=[CH:8][CH:7]=[CH:6][N:5]=2)[N:10]=1. The catalyst class is: 11.